From a dataset of Forward reaction prediction with 1.9M reactions from USPTO patents (1976-2016). Predict the product of the given reaction. (1) Given the reactants Br[C:2]1[N:7]=[CH:6][C:5]2[N:8]=[C:9]([CH3:17])[N:10]([CH:11]([CH3:16])[C:12]([F:15])([F:14])[F:13])[C:4]=2[CH:3]=1.[Cl:18][C:19]1[N:24]=[C:23]([NH2:25])[CH:22]=[CH:21][N:20]=1.C1(P(C2C=CC=CC=2)C2C3OC4C(=CC=CC=4P(C4C=CC=CC=4)C4C=CC=CC=4)C(C)(C)C=3C=CC=2)C=CC=CC=1.C(=O)([O-])[O-].[Cs+].[Cs+], predict the reaction product. The product is: [Cl:18][C:19]1[N:24]=[C:23]([NH:25][C:2]2[N:7]=[CH:6][C:5]3[N:8]=[C:9]([CH3:17])[N:10]([CH:11]([CH3:16])[C:12]([F:15])([F:14])[F:13])[C:4]=3[CH:3]=2)[CH:22]=[CH:21][N:20]=1. (2) The product is: [Cl:1][C:2]1[CH:10]=[C:9]2[C:5]([C:6]([CH:19]=[O:20])=[CH:7][NH:8]2)=[CH:4][C:3]=1[C:26]1[CH:31]=[CH:30][C:29]([CH2:32][CH2:33][CH2:34][OH:35])=[CH:28][CH:27]=1. Given the reactants [Cl:1][C:2]1[CH:10]=[C:9]2[C:5]([CH:6]=[CH:7][NH:8]2)=[CH:4][C:3]=1B1OCC(C)(C)CO1.[C:19](=O)([O-])[O-:20].[K+].[K+].Br[C:26]1[CH:31]=[CH:30][C:29]([CH2:32][CH2:33][CH2:34][OH:35])=[CH:28][CH:27]=1, predict the reaction product. (3) Given the reactants [I:1][C:2]1[CH:3]=[N:4][NH:5][C:6]=1[C:7](=[O:9])[CH3:8].C([O-])([O-])=O.[K+].[K+].Cl[CH2:17][C:18]1[CH:23]=[CH:22][C:21]([O:24][CH3:25])=[CH:20][CH:19]=1, predict the reaction product. The product is: [I:1][C:2]1[C:6]([C:7](=[O:9])[CH3:8])=[N:5][N:4]([CH2:17][C:18]2[CH:23]=[CH:22][C:21]([O:24][CH3:25])=[CH:20][CH:19]=2)[CH:3]=1.